From a dataset of Catalyst prediction with 721,799 reactions and 888 catalyst types from USPTO. Predict which catalyst facilitates the given reaction. (1) Reactant: [C:1]([O:5][C:6]([N:8]1[CH2:13][CH2:12][N:11]([CH2:14][C:15]([O:17]CC)=[O:16])[CH2:10][CH2:9]1)=[O:7])([CH3:4])([CH3:3])[CH3:2].[OH-].[Na+]. Product: [C:1]([O:5][C:6]([N:8]1[CH2:9][CH2:10][N:11]([CH2:14][C:15]([OH:17])=[O:16])[CH2:12][CH2:13]1)=[O:7])([CH3:4])([CH3:2])[CH3:3]. The catalyst class is: 5. (2) Reactant: [NH2:1][C:2]1[CH:3]=[N:4][C:5]2[C:10]([C:11]=1[NH:12][CH2:13][CH:14]([CH3:16])[CH3:15])=[CH:9][CH:8]=[CH:7][CH:6]=2.[CH3:17][O:18][CH2:19][C:20](O)=O.[OH-].[Na+]. Product: [CH3:17][O:18][CH2:19][C:20]1[N:12]([CH2:13][CH:14]([CH3:16])[CH3:15])[C:11]2[C:10]3[CH:9]=[CH:8][CH:7]=[CH:6][C:5]=3[N:4]=[CH:3][C:2]=2[N:1]=1. The catalyst class is: 6. (3) Reactant: [F:1][C:2]([F:11])([F:10])[C:3]1[CH:8]=[CH:7][C:6](Cl)=[CH:5][CH:4]=1.[CH3:12][O-:13].[Na+]. Product: [F:1][C:2]([F:11])([F:10])[C:3]1[CH:8]=[CH:7][C:6]([O:13][CH3:12])=[CH:5][CH:4]=1. The catalyst class is: 5. (4) Reactant: Cl[C:2]1[N:12]=[C:11]2[C:5]([N:6]([CH3:21])[C:7](=[O:20])[C:8]([CH2:18][CH3:19])([CH2:16][CH3:17])[CH2:9][N:10]2[CH:13]([CH3:15])[CH3:14])=[CH:4][N:3]=1.O.C1(C)C=CC(S(O)(=O)=O)=CC=1.[NH2:34][C:35]1[CH:50]=[CH:49][C:38]([C:39]([NH:41][CH:42]2[CH2:47][CH2:46][N:45]([CH3:48])[CH2:44][CH2:43]2)=[O:40])=[CH:37][C:36]=1[O:51][CH3:52].CC(C)CC(O)C. Product: [CH2:16]([C:8]1([CH2:18][CH3:19])[C:7](=[O:20])[N:6]([CH3:21])[C:5]2[C:11](=[N:12][C:2]([NH:34][C:35]3[CH:50]=[CH:49][C:38]([C:39]([NH:41][CH:42]4[CH2:43][CH2:44][N:45]([CH3:48])[CH2:46][CH2:47]4)=[O:40])=[CH:37][C:36]=3[O:51][CH3:52])=[N:3][CH:4]=2)[N:10]([CH:13]([CH3:15])[CH3:14])[CH2:9]1)[CH3:17]. The catalyst class is: 5. (5) Reactant: [CH3:1][S:2](Cl)(=[O:4])=[O:3].[CH3:6][C@H:7]([OH:11])[C:8]#[C:9][CH3:10].CCN(CC)CC.Cl. The catalyst class is: 2. Product: [CH3:6][C@H:7]([O:11][S:2]([CH3:1])(=[O:4])=[O:3])[C:8]#[C:9][CH3:10]. (6) Reactant: [C:1]1([CH3:11])[CH:6]=[CH:5]C(S(O)(=O)=O)=C[CH:2]=1.[CH3:12][C:13]([CH3:15])=[O:14].[OH2:16]. Product: [CH:1]12[CH2:11][CH:15]([CH:5]=[CH:6]1)[C:13](=[O:14])[CH2:12][C:2]2=[O:16]. The catalyst class is: 175. (7) Reactant: [Br:1][C:2]1[CH:9]=[CH:8][C:5]([CH:6]=[O:7])=[C:4]([Cl:10])[C:3]=1[OH:11].Cl([O-])=[O:13].[Na+].O. The catalyst class is: 7. Product: [Br:1][C:2]1[CH:9]=[CH:8][C:5]([C:6]([OH:13])=[O:7])=[C:4]([Cl:10])[C:3]=1[OH:11].